From a dataset of Reaction yield outcomes from USPTO patents with 853,638 reactions. Predict the reaction yield, written as a fraction of the theoretical maximum amount of product (1.0 means a 100% yield; for example, 0.34 means a 34% yield). (1) The reactants are C([O:3][C:4](=O)[CH2:5][O:6][C@@H:7]([C:21]1[CH:26]=[CH:25][CH:24]=[C:23]([F:27])[CH:22]=1)[C@@H:8]1[CH2:13][CH2:12][CH2:11][N:10]([C:14]([O:16][C:17]([CH3:20])([CH3:19])[CH3:18])=[O:15])[CH2:9]1)C.[BH4-].[Na+]. The catalyst is CO. The product is [F:27][C:23]1[CH:22]=[C:21]([C@H:7]([O:6][CH2:5][CH2:4][OH:3])[C@@H:8]2[CH2:13][CH2:12][CH2:11][N:10]([C:14]([O:16][C:17]([CH3:19])([CH3:20])[CH3:18])=[O:15])[CH2:9]2)[CH:26]=[CH:25][CH:24]=1. The yield is 0.410. (2) The reactants are [NH2:1][C@@H:2]([C@@H:5]([CH2:11][CH3:12])[CH2:6][C:7]([F:10])([F:9])[F:8])[CH2:3][OH:4].C(N(CC)CC)C.[Cl:20][C:21]1[S:25][C:24]([S:26](Cl)(=[O:28])=[O:27])=[CH:23][CH:22]=1. The catalyst is C(Cl)Cl. The product is [Cl:20][C:21]1[S:25][C:24]([S:26]([NH:1][C@H:2]([CH2:3][OH:4])[C@@H:5]([CH2:11][CH3:12])[CH2:6][C:7]([F:8])([F:9])[F:10])(=[O:28])=[O:27])=[CH:23][CH:22]=1. The yield is 0.538. (3) The catalyst is C(O)C. The reactants are Cl.[CH3:2][O:3][C:4]1[CH:9]=[CH:8][C:7]([NH:10][NH2:11])=[CH:6][CH:5]=1.CO[CH:14](OC)[CH2:15][CH:16](OC)OC. The yield is 0.970. The product is [CH3:2][O:3][C:4]1[CH:9]=[CH:8][C:7]([N:10]2[CH:16]=[CH:15][CH:14]=[N:11]2)=[CH:6][CH:5]=1.